From a dataset of Cav3 T-type calcium channel HTS with 100,875 compounds. Binary Classification. Given a drug SMILES string, predict its activity (active/inactive) in a high-throughput screening assay against a specified biological target. (1) The compound is s1c2nc(n(N\C=C3\C=CC(=O)C=C3)c(=O)c2c(c1C)C)C. The result is 0 (inactive). (2) The molecule is S(c1n(CC)c(=O)c2c(n1)cccc2)CC(=O)N. The result is 0 (inactive). (3) The compound is s1c(c2onc(C(=O)N3CCOCC3)c2)ccc1. The result is 0 (inactive). (4) The compound is O1C(CCC(=O)NC2CCCCC2)COc2c1cccc2. The result is 0 (inactive).